This data is from Full USPTO retrosynthesis dataset with 1.9M reactions from patents (1976-2016). The task is: Predict the reactants needed to synthesize the given product. (1) Given the product [NH2:22][C:23]1[N:28]=[CH:27][N:26]=[C:25]([NH:29][CH:1]([C:3]2[C:12]([C:13]3[CH:18]=[CH:17][CH:16]=[CH:15][N:14]=3)=[C:11]([C:19]#[N:20])[C:10]3[C:5](=[CH:6][CH:7]=[C:8]([F:21])[CH:9]=3)[N:4]=2)[CH3:2])[C:24]=1[C:53]#[N:54], predict the reactants needed to synthesize it. The reactants are: [CH2:1]([C:3]1[C:12]([C:13]2[CH:18]=[CH:17][CH:16]=[CH:15][N:14]=2)=[C:11]([C:19]#[N:20])[C:10]2[C:5](=[CH:6][CH:7]=[C:8]([F:21])[CH:9]=2)[N:4]=1)[CH3:2].[NH2:22][C:23]1[N:28]=[CH:27][N:26]=[C:25]([NH:29]C(C2C(C3C=CC=CN=3)=C(C(OC)=O)C3C(=CC=C(F)C=3)N=2)C)[C:24]=1[C:53]#[N:54]. (2) Given the product [NH2:24][C:15]1[N:14]=[C:13]([O:12][CH2:8][CH2:9][CH2:10][CH3:11])[N:21]=[C:20]2[C:16]=1[N:17]=[C:18]([O:22][CH3:23])[N:19]2[CH2:32][CH2:33][O:34][C:35]1[CH:44]=[CH:43][CH:42]=[CH:41][C:36]=1[C:37]([O:39][CH3:40])=[O:38], predict the reactants needed to synthesize it. The reactants are: FC(F)(F)C(O)=O.[CH2:8]([O:12][C:13]1[N:21]=[C:20]2[C:16]([N:17]=[C:18]([O:22][CH3:23])[NH:19]2)=[C:15]([NH2:24])[N:14]=1)[CH2:9][CH2:10][CH3:11].C(=O)([O-])[O-].[K+].[K+].Br[CH2:32][CH2:33][O:34][C:35]1[CH:44]=[CH:43][CH:42]=[CH:41][C:36]=1[C:37]([O:39][CH3:40])=[O:38].